From a dataset of Full USPTO retrosynthesis dataset with 1.9M reactions from patents (1976-2016). Predict the reactants needed to synthesize the given product. (1) Given the product [CH:1]1([C:5]2[NH:6][N:7]=[C:8]3[C:13]=2[C:12](=[O:14])[CH:11]=[C:10]([CH2:16][C:17]2[CH:26]=[CH:25][C:24]4[C:19](=[CH:20][CH:21]=[CH:22][CH:23]=4)[CH:18]=2)[NH:9]3)[CH2:2][CH2:3][CH2:4]1, predict the reactants needed to synthesize it. The reactants are: [CH:1]1([C:5]2[NH:6][N:7]=[C:8]3[C:13]=2[C:12]([O:14]C)=[CH:11][C:10]([CH2:16][C:17]2[CH:26]=[CH:25][C:24]4[C:19](=[CH:20][CH:21]=[CH:22][CH:23]=4)[CH:18]=2)=[N:9]3)[CH2:4][CH2:3][CH2:2]1.C1COCC1.Cl. (2) Given the product [OH:8][C:9]1[CH:21]=[CH:20][C:12]2[CH:13]([C:16]([O:18][CH3:19])=[O:17])[CH2:14][O:15][C:11]=2[CH:10]=1, predict the reactants needed to synthesize it. The reactants are: C([O:8][C:9]1[CH:21]=[CH:20][C:12]2[C:13]([C:16]([O:18][CH3:19])=[O:17])=[CH:14][O:15][C:11]=2[CH:10]=1)C1C=CC=CC=1. (3) Given the product [C:35]([N:38]1[C:46]2[C:41](=[C:42]([C:17]3[CH:16]=[C:15]4[C:11]([CH:12]=[N:13][NH:14]4)=[C:10]([NH:9][C:7]([C:5]4[N:6]=[C:2]([CH3:1])[S:3][CH:4]=4)=[O:8])[CH:18]=3)[CH:43]=[CH:44][CH:45]=2)[CH2:40][CH2:39]1)(=[O:37])[CH3:36], predict the reactants needed to synthesize it. The reactants are: [CH3:1][C:2]1[S:3][CH:4]=[C:5]([C:7]([NH:9][C:10]2[C:11]3[C:15]([CH:16]=[C:17](B4OC(C)(C)CC(C)(C)O4)[CH:18]=2)=[N:14][N:13](C2CCCCO2)[CH:12]=3)=[O:8])[N:6]=1.[C:35]([N:38]1[C:46]2[C:41](=[C:42](Br)[CH:43]=[CH:44][CH:45]=2)[CH2:40][CH2:39]1)(=[O:37])[CH3:36].P([O-])([O-])([O-])=O.[K+].[K+].[K+].C(O)(C(F)(F)F)=O. (4) Given the product [CH2:29]([NH:31][C:2]1[CH:11]=[C:10]2[C:5]([CH:6]=[C:7]([C:18]3[CH:19]=[CH:20][C:21]4[O:26][CH2:25][C:24](=[O:27])[NH:23][C:22]=4[CH:28]=3)[CH:8]([C:12]3[CH:17]=[CH:16][CH:15]=[CH:14][CH:13]=3)[O:9]2)=[CH:4][CH:3]=1)[CH3:30], predict the reactants needed to synthesize it. The reactants are: I[C:2]1[CH:11]=[C:10]2[C:5]([CH:6]=[C:7]([C:18]3[CH:19]=[CH:20][C:21]4[O:26][CH2:25][C:24](=[O:27])[NH:23][C:22]=4[CH:28]=3)[CH:8]([C:12]3[CH:17]=[CH:16][CH:15]=[CH:14][CH:13]=3)[O:9]2)=[CH:4][CH:3]=1.[CH2:29]([NH2:31])[CH3:30]. (5) Given the product [NH2:18][C:3]1[C:4](=[O:17])[NH:5][C:6](=[S:16])[N:7]([C:8]2[CH:13]=[CH:12][CH:11]=[CH:10][C:9]=2[O:14][CH3:15])[C:2]=1[NH2:1], predict the reactants needed to synthesize it. The reactants are: [NH2:1][C:2]1[N:7]([C:8]2[CH:13]=[CH:12][CH:11]=[CH:10][C:9]=2[O:14][CH3:15])[C:6](=[S:16])[NH:5][C:4](=[O:17])[C:3]=1[N:18]=O.N.S(S([O-])=O)([O-])=O.[Na+].[Na+].S(=O)(=O)(O)O. (6) Given the product [CH3:1][O:2][CH2:3][C@@H:4]1[CH2:8][CH2:7][CH2:6][N:5]1[CH2:9][CH2:10][NH2:11], predict the reactants needed to synthesize it. The reactants are: [CH3:1][O:2][CH2:3][C@@H:4]1[CH2:8][CH2:7][CH2:6][N:5]1[CH2:9][CH2:10][NH:11]C(=O)OC(C)(C)C.Cl. (7) Given the product [F:27][C:28]1[CH:33]=[C:32]([O:34][C:35]2[CH:40]=[CH:39][N:38]=[C:37]([NH:41][C:42]([N:44]3[CH2:47][CH:46]([OH:48])[CH2:45]3)=[O:43])[CH:36]=2)[C:31]([F:49])=[CH:30][C:29]=1[NH:50][C:51]([C:53]1([C:56]([NH:64][C:63]2[CH:65]=[CH:66][C:60]([F:59])=[CH:61][CH:62]=2)=[O:57])[CH2:54][CH2:55]1)=[O:52], predict the reactants needed to synthesize it. The reactants are: O.[Cl-].COC1N=C(OC)N=C([N+]2(C)CCOCC2)N=1.C(N(CC)CC)C.[F:27][C:28]1[CH:33]=[C:32]([O:34][C:35]2[CH:40]=[CH:39][N:38]=[C:37]([NH:41][C:42]([N:44]3[CH2:47][CH:46]([OH:48])[CH2:45]3)=[O:43])[CH:36]=2)[C:31]([F:49])=[CH:30][C:29]=1[NH:50][C:51]([C:53]1([C:56](O)=[O:57])[CH2:55][CH2:54]1)=[O:52].[F:59][C:60]1[CH:66]=[CH:65][C:63]([NH2:64])=[CH:62][CH:61]=1.C(=O)([O-])O.[Na+]. (8) Given the product [C:23]([CH:10]1[C:11]2[C:12](=[CH:16][CH:17]=[C:18]([O:20][CH3:21])[CH:19]=2)[C:13](=[O:14])[O:15][C:7]1=[O:9])(=[O:24])[CH3:22], predict the reactants needed to synthesize it. The reactants are: N1C=CC=CC=1.[C:7]([CH2:10][C:11]1[CH:19]=[C:18]([O:20][CH3:21])[CH:17]=[CH:16][C:12]=1[C:13]([OH:15])=[O:14])([OH:9])=O.[CH3:22][CH2:23][O:24]CC. (9) Given the product [Cl:3][C:4]1[CH:9]=[CH:8][CH:7]=[CH:6][C:5]=1[O:10][C:14]1[S:13][C:12]([NH2:11])=[N:16][CH:15]=1, predict the reactants needed to synthesize it. The reactants are: [H-].[Na+].[Cl:3][C:4]1[CH:9]=[CH:8][CH:7]=[CH:6][C:5]=1[OH:10].[NH2:11][C:12]1[S:13][C:14](Br)=[CH:15][N:16]=1. (10) Given the product [CH3:37][O:38][C:39]1[CH:44]=[CH:43][C:42]([O:45][CH3:46])=[CH:41][C:40]=1[C:2]1[CH:36]=[CH:35][CH:34]=[C:4]([CH2:5][N:6]([C@@H:24]2[C:33]3[C:28](=[CH:29][CH:30]=[CH:31][CH:32]=3)[CH2:27][CH2:26][CH2:25]2)[C:7]([C:9]2[CH:14]=[C:13]([C:15]([OH:17])=[O:16])[C:12]([C:18]([OH:20])=[O:19])=[CH:11][C:10]=2[C:21]([OH:23])=[O:22])=[O:8])[CH:3]=1, predict the reactants needed to synthesize it. The reactants are: Br[C:2]1[CH:3]=[C:4]([CH:34]=[CH:35][CH:36]=1)[CH2:5][N:6]([C@@H:24]1[C:33]2[C:28](=[CH:29][CH:30]=[CH:31][CH:32]=2)[CH2:27][CH2:26][CH2:25]1)[C:7]([C:9]1[CH:14]=[C:13]([C:15]([OH:17])=[O:16])[C:12]([C:18]([OH:20])=[O:19])=[CH:11][C:10]=1[C:21]([OH:23])=[O:22])=[O:8].[CH3:37][O:38][C:39]1[CH:44]=[CH:43][C:42]([O:45][CH3:46])=[CH:41][C:40]=1B(O)O.